This data is from Full USPTO retrosynthesis dataset with 1.9M reactions from patents (1976-2016). The task is: Predict the reactants needed to synthesize the given product. (1) Given the product [CH:2]([C:3]1[O:20][C:11]([C:12]2[CH:17]=[CH:16][C:15]([CH3:18])=[CH:14][CH:13]=2)=[N:10][C:4]=1[C:5]([O:7][CH2:8][CH3:9])=[O:6])([CH3:21])[CH3:1], predict the reactants needed to synthesize it. The reactants are: [CH3:1][CH:2]([CH3:21])[C:3](=[O:20])[CH:4]([NH:10][C:11](=O)[C:12]1[CH:17]=[CH:16][C:15]([CH3:18])=[CH:14][CH:13]=1)[C:5]([O:7][CH2:8][CH3:9])=[O:6]. (2) Given the product [Cl:1][C:2]1[O:3][CH:4]=[C:5]([C:7]([NH:12][C:13]2[CH:18]=[CH:17][CH:16]=[CH:15][CH:14]=2)=[O:9])[N:6]=1, predict the reactants needed to synthesize it. The reactants are: [Cl:1][C:2]1[O:3][CH:4]=[C:5]([C:7]([O:9]CC)=O)[N:6]=1.[NH2:12][C:13]1[CH:18]=[CH:17][CH:16]=[CH:15][CH:14]=1.